Task: Predict the reaction yield, written as a fraction of the theoretical maximum amount of product (1.0 means a 100% yield; for example, 0.34 means a 34% yield).. Dataset: Reaction yield outcomes from USPTO patents with 853,638 reactions The reactants are [C:1]1([CH:7](O)[CH:8]=[CH:9][CH3:10])[CH:6]=[CH:5][CH:4]=[CH:3][CH:2]=1.Cl.CC[O:15]CC.C(=O)(O)[O-].[Na+]. The catalyst is O1CCOCC1. The product is [C:1]1([CH:7]=[CH:8][CH:9]([OH:15])[CH3:10])[CH:6]=[CH:5][CH:4]=[CH:3][CH:2]=1. The yield is 0.968.